This data is from Full USPTO retrosynthesis dataset with 1.9M reactions from patents (1976-2016). The task is: Predict the reactants needed to synthesize the given product. (1) Given the product [C:29]([C:17]1[C:18]([C:20]2[CH:21]=[N:22][N:23]3[CH:28]=[CH:27][CH:26]=[CH:25][C:24]=23)=[N:19][C:14]([NH:13][C:11]2[C:10]([O:31][CH3:32])=[CH:9][C:8]([N:33]([CH2:35][CH2:36][N:37]([CH3:38])[CH3:39])[CH3:34])=[C:7]([NH:6][C:1](=[O:4])[CH:2]=[CH2:3])[CH:12]=2)=[N:15][CH:16]=1)#[N:30], predict the reactants needed to synthesize it. The reactants are: [C:1](Cl)(=[O:4])[CH:2]=[CH2:3].[NH2:6][C:7]1[C:8]([N:33]([CH2:35][CH2:36][N:37]([CH3:39])[CH3:38])[CH3:34])=[CH:9][C:10]([O:31][CH3:32])=[C:11]([NH:13][C:14]2[N:19]=[C:18]([C:20]3[CH:21]=[N:22][N:23]4[CH:28]=[CH:27][CH:26]=[CH:25][C:24]=34)[C:17]([C:29]#[N:30])=[CH:16][N:15]=2)[CH:12]=1.CCN(C(C)C)C(C)C. (2) The reactants are: Cl[C:2]1[N:3]=[CH:4][C:5]2[S:10][CH:9]=[C:8]([NH:11][C:12]3[CH:17]=[C:16]([O:18][CH3:19])[C:15]([O:20][CH3:21])=[C:14]([O:22][CH3:23])[CH:13]=3)[C:6]=2[N:7]=1.[O:24]1[CH2:29][CH2:28][N:27]([C:30]2[N:35]=[CH:34][C:33]([NH2:36])=[CH:32][CH:31]=2)[CH2:26][CH2:25]1. Given the product [O:24]1[CH2:29][CH2:28][N:27]([C:30]2[N:35]=[CH:34][C:33]([NH:36][C:2]3[N:3]=[CH:4][C:5]4[S:10][CH:9]=[C:8]([NH:11][C:12]5[CH:17]=[C:16]([O:18][CH3:19])[C:15]([O:20][CH3:21])=[C:14]([O:22][CH3:23])[CH:13]=5)[C:6]=4[N:7]=3)=[CH:32][CH:31]=2)[CH2:26][CH2:25]1, predict the reactants needed to synthesize it. (3) Given the product [OH:8][C:9]1[CH:10]=[C:11]2[C:16](=[CH:17][CH:18]=1)[N:15]=[CH:14][CH:13]=[CH:12]2, predict the reactants needed to synthesize it. The reactants are: C([O:8][C:9]1[CH:10]=[C:11]2[C:16](=[CH:17][CH:18]=1)[N:15]=[CH:14][CH:13]=[C:12]2Cl)C1C=CC=CC=1.N1C2C(=CC=CC=2)C=NC1=O.C1(O)C=CC=CC=1.NC1C=CC=CC=1. (4) Given the product [Cl:8][C:14]1[C:15]2[C:20](=[CH:19][CH:18]=[CH:17][CH:16]=2)[N:12]([CH3:11])[C:13]=1[C:21]([NH:23][C@H:24]([C:28]([NH:30][CH:31]([C:40](=[O:43])[CH2:41][F:42])[CH2:32][C:33]([O:35][C:36]([CH3:38])([CH3:37])[CH3:39])=[O:34])=[O:29])[CH:25]([CH3:26])[CH3:27])=[O:22], predict the reactants needed to synthesize it. The reactants are: CS(C)=O.C(Cl)(=O)C([Cl:8])=O.[CH3:11][N:12]1[C:20]2[C:15](=[CH:16][CH:17]=[CH:18][CH:19]=2)[CH:14]=[C:13]1[C:21]([NH:23][C@H:24]([C:28]([NH:30][CH:31]([CH:40]([OH:43])[CH2:41][F:42])[CH2:32][C:33]([O:35][C:36]([CH3:39])([CH3:38])[CH3:37])=[O:34])=[O:29])[CH:25]([CH3:27])[CH3:26])=[O:22].C(N(CC)CC)C. (5) Given the product [CH2:2]1[CH2:3][CH2:4][C:5]([CH2:12][NH2:13])([CH2:8][C:9]([OH:11])=[O:10])[CH2:6][CH2:7]1.[ClH:1], predict the reactants needed to synthesize it. The reactants are: [Cl-:1].[CH2:2]1[CH2:7][CH2:6][C:5]([CH2:12][NH2:13])([CH2:8][C:9]([OH:11])=[O:10])[CH2:4][CH2:3]1. (6) Given the product [NH2:51][CH2:49][C:17]([NH:19][CH2:20][CH2:21][C@H:22]([NH:26][C:98]([NH:97][C:100]1[CH:112]=[CH:111][C:110]2[C:109]3[C:104](=[CH:105][CH:106]=[CH:107][CH:108]=3)[CH2:103][C:102]=2[CH:101]=1)=[O:99])[C:23]([NH:11][C:7]1[CH:8]=[C:9]2[C:4](=[CH:5][CH:6]=1)[NH:3][C:2]([CH3:1])=[CH:10]2)=[O:25])=[O:18], predict the reactants needed to synthesize it. The reactants are: [CH3:1][C:2]1[NH:3][C:4]2[C:9]([CH:10]=1)=[CH:8][C:7]([NH2:11])=[CH:6][CH:5]=2.C(O[C:17]([NH:19][CH2:20][CH2:21][C@H:22]([NH:26]C(OCC1C2C=CC=CC=2C2C1=CC=CC=2)=O)[C:23]([OH:25])=O)=[O:18])(C)(C)C.C(O[C:49]([NH:51]CC(O)=O)=O)(C)(C)C.C1C2C(COC(=O)N[C@H](C(=O)NC3C=CC(C)=CC=3)CCCCNC(OC(C)(C)C)=O)C3C(=CC=CC=3)C=2C=CC=1.[N:97]([C:100]1[CH:112]=[CH:111][C:110]2[C:109]3[C:104](=[CH:105][CH:106]=[CH:107][CH:108]=3)[CH2:103][C:102]=2[CH:101]=1)=[C:98]=[O:99]. (7) Given the product [N+:1]([C:4]1[CH:9]=[CH:8][C:7]([C:10]2[S:11][CH:12]=[CH:13][CH:14]=2)=[CH:6][C:5]=1[NH:15][C:16](=[O:17])[O:18][CH2:19][CH:20]1[CH2:21][NH:22][CH2:23]1)([O-:3])=[O:2], predict the reactants needed to synthesize it. The reactants are: [N+:1]([C:4]1[CH:9]=[CH:8][C:7]([C:10]2[S:11][CH:12]=[CH:13][CH:14]=2)=[CH:6][C:5]=1[NH:15][C:16]([O:18][CH2:19][CH:20]1[CH2:23][N:22](C(OC(C)(C)C)=O)[CH2:21]1)=[O:17])([O-:3])=[O:2].C(O)(C(F)(F)F)=O.